This data is from Full USPTO retrosynthesis dataset with 1.9M reactions from patents (1976-2016). The task is: Predict the reactants needed to synthesize the given product. (1) The reactants are: [CH3:1][O:2][C:3]1[C:8]([CH2:9]O)=[CH:7][CH:6]=[CH:5][N:4]=1.C(N(CC)CC)C.CS([Cl:22])(=O)=O. Given the product [Cl:22][CH2:9][C:8]1[C:3]([O:2][CH3:1])=[N:4][CH:5]=[CH:6][CH:7]=1, predict the reactants needed to synthesize it. (2) The reactants are: [CH3:1][N:2]1[CH:6]=[CH:5][CH:4]=[C:3]1[C:7]([OH:9])=O.Cl.[CH2:11]1[C:19]2[C:14](=[CH:15][C:16]([C:20]([O:22]C)=O)=[CH:17][CH:18]=2)[CH2:13][NH:12]1.CN(C([O:31][N:32]1N=NC2C=CC=NC1=2)=[N+](C)C)C.F[P-](F)(F)(F)(F)F.CN1CCOCC1.Cl.NO.[OH-].[K+]. Given the product [OH:31][NH:32][C:20]([C:16]1[CH:15]=[C:14]2[C:19](=[CH:18][CH:17]=1)[CH2:11][N:12]([C:7]([C:3]1[N:2]([CH3:1])[CH:6]=[CH:5][CH:4]=1)=[O:9])[CH2:13]2)=[O:22], predict the reactants needed to synthesize it.